This data is from Catalyst prediction with 721,799 reactions and 888 catalyst types from USPTO. The task is: Predict which catalyst facilitates the given reaction. (1) Reactant: [CH2:1]([C:4]1[C:8]([CH2:9][CH2:10][C:11](OCC)=[O:12])=[CH:7][N:6]([C:16]2[CH:21]=[CH:20][C:19]([C:22]([F:25])([F:24])[F:23])=[CH:18][N:17]=2)[N:5]=1)[CH2:2][CH3:3].[H-].C([Al+]CC(C)C)C(C)C.Cl. The catalyst class is: 188. Product: [CH2:1]([C:4]1[C:8]([CH2:9][CH2:10][CH2:11][OH:12])=[CH:7][N:6]([C:16]2[CH:21]=[CH:20][C:19]([C:22]([F:23])([F:25])[F:24])=[CH:18][N:17]=2)[N:5]=1)[CH2:2][CH3:3]. (2) Reactant: Cl[C:2]([O:4][C:5]1[CH:10]=[CH:9][C:8]([N+:11]([O-:13])=[O:12])=[CH:7][CH:6]=1)=[O:3].[CH2:14]([C:16]1[CH:21]=[CH:20][C:19]([CH:22]2[CH2:27][NH:26][CH2:25][CH:24]([C:28]([O:30][CH2:31][CH3:32])=[O:29])[CH2:23]2)=[CH:18][CH:17]=1)[CH3:15].C(N(CC)CC)C. Product: [CH2:14]([C:16]1[CH:17]=[CH:18][C:19]([CH:22]2[CH2:27][N:26]([C:2]([O:4][C:5]3[CH:10]=[CH:9][C:8]([N+:11]([O-:13])=[O:12])=[CH:7][CH:6]=3)=[O:3])[CH2:25][CH:24]([C:28]([O:30][CH2:31][CH3:32])=[O:29])[CH2:23]2)=[CH:20][CH:21]=1)[CH3:15]. The catalyst class is: 4. (3) The catalyst class is: 292. Product: [F:1][CH:2]([F:11])[O:3][C:4]1[CH:5]=[C:6]([N:7]2[CH:12]=[C:32]([C:31]([OH:34])=[O:33])[N:22]=[CH:25]2)[CH:8]=[CH:9][CH:10]=1. Reactant: [F:1][CH:2]([F:11])[O:3][C:4]1[CH:5]=[C:6]([CH:8]=[CH:9][CH:10]=1)[NH2:7].[CH:12](OCC)(OCC)OCC.[N+:22]([CH2:25]C(OCC)=O)([O-])=O.[C:31]([OH:34])(=[O:33])[CH3:32]. (4) Product: [CH3:16][C:17]1[N:18]([C:23]2[N:28]=[C:27]([CH2:29][C:30]3[CH:31]=[C:32]([CH:37]=[CH:38][CH:39]=3)[CH:33]=[O:34])[CH:26]=[C:25]([CH3:40])[CH:24]=2)[C:19]([CH3:22])=[CH:20][CH:21]=1. The catalyst class is: 715. Reactant: CC(C[AlH]CC(C)C)C.CCCCCC.[CH3:16][C:17]1[N:18]([C:23]2[N:28]=[C:27]([CH2:29][C:30]3[CH:31]=[C:32]([CH:37]=[CH:38][CH:39]=3)[C:33](OC)=[O:34])[CH:26]=[C:25]([CH3:40])[CH:24]=2)[C:19]([CH3:22])=[CH:20][CH:21]=1.Cl. (5) Reactant: [NH2:1][C:2]1[N:7]=[CH:6][C:5]([C:8]2[CH:33]=[CH:32][C:11]3[N:12]([C:28]([CH3:31])([CH3:30])[CH3:29])[C:13]([C:15]4[CH:16]=C([CH:20]=[CH:21][C:22]=4[N:23]4[CH:27]=[N:26][CH:25]=[N:24]4)C#N)=[N:14][C:10]=3[CH:9]=2)=[CH:4][N:3]=1.[OH-:34].[K+].[CH3:36][CH2:37][OH:38]. Product: [NH2:1][C:2]1[N:7]=[CH:6][C:5]([C:8]2[CH:33]=[CH:32][C:11]3[N:12]([C:28]([CH3:31])([CH3:30])[CH3:29])[C:13]([C:15]4[CH:16]=[C:36]([CH:20]=[CH:21][C:22]=4[N:23]4[CH:27]=[N:26][CH:25]=[N:24]4)[C:37]([OH:34])=[O:38])=[N:14][C:10]=3[CH:9]=2)=[CH:4][N:3]=1. The catalyst class is: 6. (6) The catalyst class is: 92. Product: [I:14][C:9]1[CH:8]=[C:7]2[C:12](=[CH:11][C:10]=1[CH3:13])[NH:4][N:5]=[CH:6]2. Reactant: C([N:4]1[C:12]2[C:7](=[CH:8][C:9]([I:14])=[C:10]([CH3:13])[CH:11]=2)[CH:6]=[N:5]1)(=O)C.N.